From a dataset of Full USPTO retrosynthesis dataset with 1.9M reactions from patents (1976-2016). Predict the reactants needed to synthesize the given product. (1) The reactants are: [O:1]1[C:5]2[CH:6]=[CH:7][C:8]([CH:10]([O:14][CH3:15])[C:11]([OH:13])=O)=[CH:9][C:4]=2[O:3][CH2:2]1.[NH2:16][CH2:17][C:18]1[CH:25]=[CH:24][C:21]([C:22]#[N:23])=[CH:20][CH:19]=1. Given the product [O:1]1[C:5]2[CH:6]=[CH:7][C:8]([CH:10]([O:14][CH3:15])[C:11]([NH:23][CH2:22][C:21]3[CH:24]=[CH:25][C:18]([C:17]#[N:16])=[CH:19][CH:20]=3)=[O:13])=[CH:9][C:4]=2[O:3][CH2:2]1, predict the reactants needed to synthesize it. (2) The reactants are: Cl.[Br:2][C:3]1[CH:8]=[CH:7][C:6]([NH:9]N)=[CH:5][CH:4]=1.[C:11]1(=O)[CH2:16][CH2:15][CH2:14][CH2:13][C:12]1=[O:17].Cl. Given the product [Br:2][C:3]1[CH:8]=[C:7]2[C:6](=[CH:5][CH:4]=1)[NH:9][C:11]1[C:12](=[O:17])[CH2:13][CH2:14][CH2:15][C:16]2=1, predict the reactants needed to synthesize it.